Dataset: Reaction yield outcomes from USPTO patents with 853,638 reactions. Task: Predict the reaction yield, written as a fraction of the theoretical maximum amount of product (1.0 means a 100% yield; for example, 0.34 means a 34% yield). (1) The reactants are [CH2:1]([Zn])[C:2]([CH3:5])([CH3:4])[CH3:3].C1COCC1.I[C:13]1[CH:14]=[C:15]2[C:20](=[CH:21][CH:22]=1)[O:19][CH2:18][CH2:17][C@@H:16]2[NH:23]C(=O)OC(C)(C)C. The catalyst is C1C=CC(P(C2C=CC=CC=2)[C-]2C=CC=C2)=CC=1.C1C=CC(P(C2C=CC=CC=2)[C-]2C=CC=C2)=CC=1.Cl[Pd]Cl.[Fe+2]. The product is [CH2:1]([C:13]1[CH:14]=[C:15]2[C:20](=[CH:21][CH:22]=1)[O:19][CH2:18][CH2:17][C@@H:16]2[NH2:23])[C:2]([CH3:5])([CH3:4])[CH3:3]. The yield is 0.570. (2) The reactants are [NH:1]1[CH2:4][CH:3]([C:5]([OH:7])=[O:6])[CH2:2]1.CCN(CC)CC.[C:15](O[C:15]([O:17][C:18]([CH3:21])([CH3:20])[CH3:19])=[O:16])([O:17][C:18]([CH3:21])([CH3:20])[CH3:19])=[O:16].C(OCC)(=O)C. The catalyst is C1COCC1.O. The product is [C:15]([N:1]1[CH2:4][CH:3]([C:5]([OH:7])=[O:6])[CH2:2]1)([O:17][C:18]([CH3:21])([CH3:20])[CH3:19])=[O:16]. The yield is 1.00. (3) The reactants are [O:1]1[C:6]2[CH:7]=[CH:8][CH:9]=[C:10]([CH2:11]O)[C:5]=2[O:4][CH2:3][CH2:2]1.S(Cl)([Cl:15])=O. The catalyst is ClCCl. The product is [O:1]1[C:6]2[CH:7]=[CH:8][CH:9]=[C:10]([CH2:11][Cl:15])[C:5]=2[O:4][CH2:3][CH2:2]1. The yield is 1.00.